This data is from Peptide-MHC class I binding affinity with 185,985 pairs from IEDB/IMGT. The task is: Regression. Given a peptide amino acid sequence and an MHC pseudo amino acid sequence, predict their binding affinity value. This is MHC class I binding data. (1) The peptide sequence is SPTSYTSV. The MHC is H-2-Db with pseudo-sequence H-2-Db. The binding affinity (normalized) is 0.112. (2) The peptide sequence is ESRDRKWLY. The MHC is HLA-A68:01 with pseudo-sequence HLA-A68:01. The binding affinity (normalized) is 0.161. (3) The peptide sequence is LYSFALMLI. The MHC is HLA-A23:01 with pseudo-sequence HLA-A23:01. The binding affinity (normalized) is 0.778. (4) The peptide sequence is TAFQHQNSKK. The MHC is HLA-A03:01 with pseudo-sequence HLA-A03:01. The binding affinity (normalized) is 0.464.